This data is from Forward reaction prediction with 1.9M reactions from USPTO patents (1976-2016). The task is: Predict the product of the given reaction. (1) Given the reactants [C:1]([C:3]1[CH:12]=[C:11]2[C:6]([C:7]([OH:27])=[C:8]([C:16]([NH:18][CH2:19][C:20]([O:22]C(C)(C)C)=[O:21])=[O:17])[C:9](=[O:15])[C:10]2([CH3:14])[CH3:13])=[CH:5][CH:4]=1)#[N:2].C(O)(C(F)(F)F)=O, predict the reaction product. The product is: [C:1]([C:3]1[CH:12]=[C:11]2[C:6]([C:7]([OH:27])=[C:8]([C:16]([NH:18][CH2:19][C:20]([OH:22])=[O:21])=[O:17])[C:9](=[O:15])[C:10]2([CH3:14])[CH3:13])=[CH:5][CH:4]=1)#[N:2]. (2) Given the reactants [NH:1](C(OC(C)(C)C)=O)[C@H:2]([C:7](O)=O)[C@@H:3]([CH3:6])[O:4][CH3:5].CN(C(ON1N=NC2C=CC=NC1=2)=[N+](C)C)C.F[P-](F)(F)(F)(F)F.[CH:41]1([C:46]2[CH:47]=[C:48]([NH2:53])[C:49]([NH2:52])=[CH:50][CH:51]=2)[CH2:45][CH2:44][CH2:43][CH2:42]1.C(O)(=O)C.FC(F)(F)C(O)=O, predict the reaction product. The product is: [CH:41]1([C:46]2[CH:51]=[CH:50][C:49]3[NH:52][C:7]([C@@H:2]([NH2:1])[C@H:3]([O:4][CH3:5])[CH3:6])=[N:53][C:48]=3[CH:47]=2)[CH2:42][CH2:43][CH2:44][CH2:45]1. (3) The product is: [F:19][C:2]([F:1])([F:18])[C:3]1[N:4]=[C:5]([C:16]#[N:17])[NH:6][CH:7]=1. Given the reactants [F:1][C:2]([F:19])([F:18])[C:3]1[N:4]=[C:5]([C:16]#[N:17])[N:6](COCC[Si](C)(C)C)[CH:7]=1.[F-].C([N+](CCCC)(CCCC)CCCC)CCC.OP([O-])([O-])=O.[K+].[K+].OP([O-])(O)=O.[K+], predict the reaction product. (4) Given the reactants [OH-].[Li+].C([O:5][C:6](=[O:39])[C:7]([O:10][C:11]1[CH:16]=[CH:15][C:14]([O:17][CH2:18][C:19]2[N:23]([CH:24]([CH3:26])[CH3:25])[C:22](=[O:27])[N:21]([C:28]3[CH:33]=[CH:32][C:31]([C:34]([F:37])([F:36])[F:35])=[CH:30][CH:29]=3)[N:20]=2)=[CH:13][C:12]=1[CH3:38])([CH3:9])[CH3:8])C, predict the reaction product. The product is: [CH:24]([N:23]1[C:22](=[O:27])[N:21]([C:28]2[CH:29]=[CH:30][C:31]([C:34]([F:37])([F:36])[F:35])=[CH:32][CH:33]=2)[N:20]=[C:19]1[CH2:18][O:17][C:14]1[CH:15]=[CH:16][C:11]([O:10][C:7]([CH3:8])([CH3:9])[C:6]([OH:39])=[O:5])=[C:12]([CH3:38])[CH:13]=1)([CH3:26])[CH3:25].